This data is from Forward reaction prediction with 1.9M reactions from USPTO patents (1976-2016). The task is: Predict the product of the given reaction. (1) Given the reactants FC1C=C(C=CC=1F)[CH2:5][NH2:6].CN.[F:13][C:14]1[CH:43]=[CH:42][C:17]([CH2:18][N:19]2[C:23](=[O:24])[N:22]([C:25]3[CH:29]=[C:28]([C:30]([OH:32])=O)[N:27]([CH2:33][C:34]4[CH:39]=[CH:38][C:37]([O:40][CH3:41])=[CH:36][CH:35]=4)[N:26]=3)[CH:21]=[N:20]2)=[CH:16][CH:15]=1, predict the reaction product. The product is: [F:13][C:14]1[CH:15]=[CH:16][C:17]([CH2:18][N:19]2[C:23](=[O:24])[N:22]([C:25]3[CH:29]=[C:28]([C:30]([NH:6][CH3:5])=[O:32])[N:27]([CH2:33][C:34]4[CH:39]=[CH:38][C:37]([O:40][CH3:41])=[CH:36][CH:35]=4)[N:26]=3)[CH:21]=[N:20]2)=[CH:42][CH:43]=1. (2) Given the reactants [NH2:1][CH2:2][C@H:3]([C:5]1[C:10]2[O:11][CH2:12][C:13](=[O:15])[NH:14][C:9]=2[CH:8]=[CH:7][CH:6]=1)[OH:4].C(N(C(C)C)CC)(C)C.[CH3:25][Si:26](Cl)([CH3:28])[CH3:27], predict the reaction product. The product is: [NH2:1][CH2:2][C@H:3]([C:5]1[C:10]2[O:11][CH2:12][C:13](=[O:15])[NH:14][C:9]=2[CH:8]=[CH:7][CH:6]=1)[O:4][Si:26]([CH3:28])([CH3:27])[CH3:25]. (3) Given the reactants Cl[C:2]1[CH:7]=[C:6]([N:8]2[CH2:13][CH2:12][N:11]([CH3:14])[CH2:10][CH2:9]2)[N:5]=[C:4]([NH2:15])[N:3]=1.CC1(C)C(C)(C)OB([C:24]2[CH:33]=[C:32]3[C:27]([CH2:28][CH2:29][N:30]([C:34]([O:36][C:37]([CH3:40])([CH3:39])[CH3:38])=[O:35])[CH2:31]3)=[CH:26][CH:25]=2)O1.C(=O)([O-])[O-].[K+].[K+].O, predict the reaction product. The product is: [NH2:15][C:4]1[N:3]=[C:2]([C:24]2[CH:33]=[C:32]3[C:27]([CH2:28][CH2:29][N:30]([C:34]([O:36][C:37]([CH3:40])([CH3:39])[CH3:38])=[O:35])[CH2:31]3)=[CH:26][CH:25]=2)[CH:7]=[C:6]([N:8]2[CH2:13][CH2:12][N:11]([CH3:14])[CH2:10][CH2:9]2)[N:5]=1. (4) Given the reactants Br[C:2]1[CH:3]=[CH:4][C:5]2[S:9](=[O:11])(=[O:10])[NH:8][CH:7]([CH3:12])[C:6]=2[CH:13]=1.[F:14][C:15]1[CH:23]=[C:22]2[C:18]([C:19](B3OC(C)(C)C(C)(C)O3)=[CH:20][N:21]2[C:24]([O:26][C:27]([CH3:30])([CH3:29])[CH3:28])=[O:25])=[CH:17][CH:16]=1.[O-]P([O-])([O-])=O.[K+].[K+].[K+], predict the reaction product. The product is: [F:14][C:15]1[CH:23]=[C:22]2[C:18]([C:19]([C:2]3[CH:3]=[CH:4][C:5]4[S:9](=[O:11])(=[O:10])[NH:8][CH:7]([CH3:12])[C:6]=4[CH:13]=3)=[CH:20][N:21]2[C:24]([O:26][C:27]([CH3:30])([CH3:29])[CH3:28])=[O:25])=[CH:17][CH:16]=1. (5) Given the reactants Br[C:2]1[CH:3]=[CH:4][C:5]([NH:13][C:14]2[C:19]([C:20]([F:23])([F:22])[F:21])=[CH:18][N:17]=[C:16]([NH:24][C:25]3[CH:39]=[CH:38][C:28]([CH2:29][P:30](=[O:37])([O:34][CH2:35][CH3:36])[O:31][CH2:32][CH3:33])=[CH:27][CH:26]=3)[N:15]=2)=[C:6]2[C:10]=1[CH2:9][N:8]([CH3:11])[C:7]2=[O:12].[NH:40]1[CH2:45][CH2:44][S:43](=[O:47])(=[O:46])[CH2:42][CH2:41]1.C([O-])([O-])=O.[Cs+].[Cs+].[O-]P([O-])([O-])=O.[K+].[K+].[K+], predict the reaction product. The product is: [CH2:32]([O:31][P:30]([CH2:29][C:28]1[CH:38]=[CH:39][C:25]([NH:24][C:16]2[N:15]=[C:14]([NH:13][C:5]3[CH:4]=[CH:3][C:2]([N:40]4[CH2:45][CH2:44][S:43](=[O:47])(=[O:46])[CH2:42][CH2:41]4)=[C:10]4[C:6]=3[C:7](=[O:12])[N:8]([CH3:11])[CH2:9]4)[C:19]([C:20]([F:23])([F:22])[F:21])=[CH:18][N:17]=2)=[CH:26][CH:27]=1)(=[O:37])[O:34][CH2:35][CH3:36])[CH3:33]. (6) Given the reactants [C:1]([O:5][C@@H:6]([C:12]1[C:13]([CH3:34])=[N:14][C:15]([CH3:33])=[C:16]([C:26]2[CH:31]=[CH:30][C:29](O)=[CH:28][CH:27]=2)[C:17]=1[N:18]1[CH2:23][CH2:22][C:21]([CH3:25])([CH3:24])[CH2:20][CH2:19]1)[C:7]([O:9]CC)=[O:8])([CH3:4])([CH3:3])[CH3:2].[F:35][C:36]1[CH:41]=[CH:40][C:39]([F:42])=[CH:38][C:37]=1[CH2:43][CH2:44][OH:45].C1C=CC(P(C2C=CC=CC=2)C2C=CC=CC=2)=CC=1.CCOC(/N=N/C(OCC)=O)=O.[OH-].[Na+], predict the reaction product. The product is: [C:1]([O:5][C@@H:6]([C:12]1[C:13]([CH3:34])=[N:14][C:15]([CH3:33])=[C:16]([C:26]2[CH:27]=[CH:28][C:29]([O:45][CH2:44][CH2:43][C:37]3[CH:38]=[C:39]([F:42])[CH:40]=[CH:41][C:36]=3[F:35])=[CH:30][CH:31]=2)[C:17]=1[N:18]1[CH2:19][CH2:20][C:21]([CH3:25])([CH3:24])[CH2:22][CH2:23]1)[C:7]([OH:9])=[O:8])([CH3:4])([CH3:2])[CH3:3]. (7) Given the reactants [Cl:1][C:2]1[N:10]=[C:9]2[C:5]([N:6]=[CH:7][N:8]2[CH2:11][CH3:12])=[C:4]([N:13]2[CH2:18][CH2:17][O:16][CH2:15][C@@H:14]2[CH3:19])[N:3]=1.C([N-]C(C)C)(C)C.[Li+].ClCC[I:31], predict the reaction product. The product is: [Cl:1][C:2]1[N:10]=[C:9]2[C:5]([N:6]=[C:7]([I:31])[N:8]2[CH2:11][CH3:12])=[C:4]([N:13]2[CH2:18][CH2:17][O:16][CH2:15][C@@H:14]2[CH3:19])[N:3]=1.